This data is from Forward reaction prediction with 1.9M reactions from USPTO patents (1976-2016). The task is: Predict the product of the given reaction. (1) Given the reactants [CH2:1]([C:3]12[CH2:17][CH2:16][C:11]3([O:15][CH2:14][CH2:13][O:12]3)[CH2:10][CH:9]1[CH2:8][CH2:7][O:6][C:5]1[CH:18]=[C:19]([NH2:22])[CH:20]=[CH:21][C:4]2=1)[CH3:2].C1C(=O)N([Br:30])C(=O)C1, predict the reaction product. The product is: [Br:30][C:20]1[C:19]([NH2:22])=[CH:18][C:5]2[O:6][CH2:7][CH2:8][CH:9]3[CH2:10][C:11]4([O:15][CH2:14][CH2:13][O:12]4)[CH2:16][CH2:17][C:3]3([CH2:1][CH3:2])[C:4]=2[CH:21]=1. (2) Given the reactants [F:1][C:2]([F:32])([F:31])[CH:3]([OH:30])[C:4]([CH3:29])([CH3:28])[CH:5]([C:12]1[CH:13]=[C:14]2[C:18](=[CH:19][CH:20]=1)[N:17]([C:21]1[CH:26]=[CH:25][C:24]([F:27])=[CH:23][CH:22]=1)[N:16]=[CH:15]2)[C:6]1[CH:11]=[CH:10][CH:9]=[CH:8][CH:7]=1.CC(OI1(OC(C)=O)(OC(C)=O)OC(=O)C2C=CC=CC1=2)=O, predict the reaction product. The product is: [F:32][C:2]([F:1])([F:31])[C:3](=[O:30])[C:4]([CH3:29])([CH3:28])[CH:5]([C:12]1[CH:13]=[C:14]2[C:18](=[CH:19][CH:20]=1)[N:17]([C:21]1[CH:22]=[CH:23][C:24]([F:27])=[CH:25][CH:26]=1)[N:16]=[CH:15]2)[C:6]1[CH:11]=[CH:10][CH:9]=[CH:8][CH:7]=1. (3) The product is: [CH3:33][O:32][CH2:31][C@H:30]([CH3:34])[O:29][C:14]1[CH:13]=[C:12]([C:9]2[NH:8][C:7]([C:5]3[O:6][C@@H:2]([CH3:35])[CH2:3][N:4]=3)=[CH:11][CH:10]=2)[CH:17]=[C:16]([O:18][C:19]2[CH:24]=[CH:23][C:22]([S:25]([CH3:28])(=[O:26])=[O:27])=[CH:21][CH:20]=2)[CH:15]=1. Given the reactants O[C@H:2]([CH3:35])[CH2:3][NH:4][C:5]([C:7]1[NH:8][C:9]([C:12]2[CH:17]=[C:16]([O:18][C:19]3[CH:24]=[CH:23][C:22]([S:25]([CH3:28])(=[O:27])=[O:26])=[CH:21][CH:20]=3)[CH:15]=[C:14]([O:29][C@@H:30]([CH3:34])[CH2:31][O:32][CH3:33])[CH:13]=2)=[CH:10][CH:11]=1)=[O:6].CS(O)(=O)=O.C(N(CC)CC)C.C(=O)([O-])O.[Na+], predict the reaction product. (4) Given the reactants [CH2:1]([O:8][C:9](=[O:33])[C@@H:10]([NH:20][C:21](=[O:32])[C@@H:22]([NH:24]C(OC(C)(C)C)=O)[CH3:23])[CH2:11][C:12]1[CH:17]=[CH:16][C:15]([O:18][CH3:19])=[CH:14][CH:13]=1)[C:2]1[CH:7]=[CH:6][CH:5]=[CH:4][CH:3]=1.FC(F)(F)C(O)=O.C(N(CC)C(C)C)(C)C.[C:50]1([CH3:60])[C:51]([S:56](Cl)(=[O:58])=[O:57])=[CH:52][CH:53]=[CH:54][CH:55]=1, predict the reaction product. The product is: [CH2:1]([O:8][C:9](=[O:33])[C@@H:10]([NH:20][C:21](=[O:32])[C@@H:22]([NH:24][S:56]([C:51]1[C:50]([CH3:60])=[CH:55][CH:54]=[CH:53][CH:52]=1)(=[O:58])=[O:57])[CH3:23])[CH2:11][C:12]1[CH:13]=[CH:14][C:15]([O:18][CH3:19])=[CH:16][CH:17]=1)[C:2]1[CH:3]=[CH:4][CH:5]=[CH:6][CH:7]=1. (5) Given the reactants [Br-].[CH:2]1[C:11]2[C:6](=[CH:7][CH:8]=[CH:9][CH:10]=2)[CH:5]=[CH:4][C:3]=1[CH:12]([P+](C1C=CC=CC=1)(C1C=CC=CC=1)C1C=CC=CC=1)[CH3:13].[Li]CCCC.[CH3:38][CH:39]([CH2:42][CH2:43][CH2:44][CH2:45][CH2:46][CH2:47][CH2:48][CH2:49][CH3:50])[CH:40]=O, predict the reaction product. The product is: [CH3:40][CH:39]([CH2:42][CH2:43][CH2:44][CH2:45][CH2:46][CH2:47][CH2:48][CH2:49][CH3:50])[CH:38]=[C:12]([C:3]1[CH:4]=[CH:5][C:6]2[C:11](=[CH:10][CH:9]=[CH:8][CH:7]=2)[CH:2]=1)[CH3:13]. (6) Given the reactants [F:1][CH2:2][C@H:3]1[O:24][C@@H:7]([O:8][C:9]2[CH:14]=[CH:13][CH:12]=[CH:11][C:10]=2[CH2:15][C:16]2[CH:21]=[CH:20][C:19]([O:22][CH3:23])=[CH:18][CH:17]=2)[C@H:6]([O:25]C(=O)C2C=CC=CC=2)[C@@H:5]([O:34]C(=O)C2C=CC=CC=2)[C@@H:4]1[O:43]C(=O)C1C=CC=CC=1.C[O-].[Na+], predict the reaction product. The product is: [F:1][CH2:2][C@H:3]1[O:24][C@@H:7]([O:8][C:9]2[CH:14]=[CH:13][CH:12]=[CH:11][C:10]=2[CH2:15][C:16]2[CH:21]=[CH:20][C:19]([O:22][CH3:23])=[CH:18][CH:17]=2)[C@H:6]([OH:25])[C@@H:5]([OH:34])[C@@H:4]1[OH:43]. (7) The product is: [CH3:24][O:25][C:26](=[O:31])[CH2:27][CH2:28][CH2:29][O:1][C:2]1[CH:23]=[CH:22][C:5]2[C:6]([CH3:21])([CH3:20])[C:7]3[NH:8][C:9]4[C:14]([C:15]=3[C:16](=[O:17])[C:4]=2[CH:3]=1)=[CH:13][CH:12]=[C:11]([C:18]#[N:19])[CH:10]=4. Given the reactants [OH:1][C:2]1[CH:23]=[CH:22][C:5]2[C:6]([CH3:21])([CH3:20])[C:7]3[NH:8][C:9]4[C:14]([C:15]=3[C:16](=[O:17])[C:4]=2[CH:3]=1)=[CH:13][CH:12]=[C:11]([C:18]#[N:19])[CH:10]=4.[CH3:24][O:25][C:26](=[O:31])[CH2:27][CH2:28][CH2:29]Br.C(=O)([O-])[O-].[Cs+].[Cs+].O, predict the reaction product. (8) Given the reactants [Br:1][C:2]1[C:6]2[CH:7]=[C:8]([O:11][CH3:12])[CH:9]=[CH:10][C:5]=2[O:4][C:3]=1[CH:13]([CH:15]1[CH2:20][CH2:19][CH2:18][CH2:17][CH2:16]1)O.S(Cl)([Cl:23])=O.C(=O)([O-])O.[Na+], predict the reaction product. The product is: [Br:1][C:2]1[C:6]2[CH:7]=[C:8]([O:11][CH3:12])[CH:9]=[CH:10][C:5]=2[O:4][C:3]=1[CH:13]([Cl:23])[CH:15]1[CH2:20][CH2:19][CH2:18][CH2:17][CH2:16]1. (9) Given the reactants [C@H:1]1([NH:11][C:12]2[O:13][CH2:14][C:15]3[CH:21]=[C:20]([NH2:22])[CH:19]=[CH:18][C:16]=3[N:17]=2)[C:10]2[C:5](=[CH:6][CH:7]=[CH:8][CH:9]=2)[CH2:4][CH2:3][CH2:2]1.[CH3:23][N:24]1[CH2:29][CH2:28][N:27]([S:30](Cl)(=[O:32])=[O:31])[CH2:26][CH2:25]1, predict the reaction product. The product is: [C@H:1]1([NH:11][C:12]2[O:13][CH2:14][C:15]3[CH:21]=[C:20]([NH:22][S:30]([N:27]4[CH2:28][CH2:29][N:24]([CH3:23])[CH2:25][CH2:26]4)(=[O:32])=[O:31])[CH:19]=[CH:18][C:16]=3[N:17]=2)[C:10]2[C:5](=[CH:6][CH:7]=[CH:8][CH:9]=2)[CH2:4][CH2:3][CH2:2]1. (10) Given the reactants [F:1][C:2]1[C:10]2[NH:9][C:8](=[O:11])[N:7]([CH:12]3[CH2:17][CH2:16][N:15]([CH:18]4[CH2:23][CH2:22][O:21][CH2:20][CH2:19]4)[CH2:14][CH2:13]3)[C:6]=2[CH:5]=[C:4]([CH3:24])[CH:3]=1.[C:25]([OH:37])(=[O:36])[CH2:26][C:27]([CH2:32][C:33]([OH:35])=[O:34])([C:29]([OH:31])=[O:30])[OH:28], predict the reaction product. The product is: [C:25]([OH:37])(=[O:36])[CH2:26][C:27]([CH2:32][C:33]([OH:35])=[O:34])([C:29]([OH:31])=[O:30])[OH:28].[F:1][C:2]1[C:10]2[NH:9][C:8](=[O:11])[N:7]([CH:12]3[CH2:17][CH2:16][N:15]([CH:18]4[CH2:23][CH2:22][O:21][CH2:20][CH2:19]4)[CH2:14][CH2:13]3)[C:6]=2[CH:5]=[C:4]([CH3:24])[CH:3]=1.